From a dataset of Experimentally validated miRNA-target interactions with 360,000+ pairs, plus equal number of negative samples. Binary Classification. Given a miRNA mature sequence and a target amino acid sequence, predict their likelihood of interaction. (1) The miRNA is hsa-miR-621 with sequence GGCUAGCAACAGCGCUUACCU. The protein sequence of the target gene is MAMAYLAWRLARRSCPSSLQVTSFPVVQLHMNRTAMRASQKDFENSMNQVKLLKKDPGNEVKLKLYALYKQATEGPCNMPKPGVFDLINKAKWDAWNALGSLPKEAARQNYVDLVSSLSPSLESSSQVEPGTDRKSTGFETLVVTSEDGITKIMFNRPKKKNAINTEMYHEIMRALKAASKDDSIITVLTGNGDYYSSGNDLTNFTDIPPGGVEEKAKNNAVLLREFVGCFIDFPKPLIAVVNGPAVGISVTLLGLFDAVYASDRATFHTPFSHLGQSPEGCSSYTFPKIMSPAKATEML.... Result: 0 (no interaction). (2) The miRNA is hsa-miR-4676-5p with sequence GAGCCAGUGGUGAGACAGUGA. The protein sequence of the target gene is MISCAEQRSRQGEAGRGPAPVAPAFLPLWLPRGCSGILSVPAVAMHSAGTPRAESPMSRQEKDAELDRRIVALRKKNQALLRRYQEIQEDRRQAEQGGMAVTTPALLQPDGLTVTISQVPGEKRVVSRNWARGTCGPRVTNEMLEDEDAEDHGGTFCLGELVELAVTMENKAEGKRIVSEKPTRARNQGIEGSPGGRVTRSPPTQVAISSDSARKGSWEPWSRPVGEPPEAGWDYAQWKQEREQIDLARLARHRDAQGDWRRPWDLDKAKSTLQDCSQLRGEGPARAGSRRGPRSHQKLQ.... Result: 1 (interaction). (3) The miRNA is hsa-miR-3691-3p with sequence ACCAAGUCUGCGUCAUCCUCUC. The protein sequence of the target gene is MASTAVQLLGFLLSFLGMVGTLITTILPHWRRTAHVGTNILTAVSYLKGLWMECVWHSTGIYQCQIYRSLLALPQDLQAARALMVISCLLSGIACACAVIGMKCTRCAKGTPAKTTFAILGGTLFILAGLLCMVAVSWTTNDVVQNFYNPLLPSGMKFEIGQALYLGFISSSLSLIGGTLLCLSCQDEAPYRPYQAPPRATTTTANTAPAYQPPAAYKDNRAPSVTSATHSGYRLNDYV. Result: 0 (no interaction). (4) The miRNA is mmu-miR-431-5p with sequence UGUCUUGCAGGCCGUCAUGCA. The protein sequence of the target gene is MEPTQVAENLVPNQQPPVPDLEDPEDTRDESPENSDTVVLSLFPCTPDAVNPEADASASSLQGSFLKHSTTLTNRQRGNEVSALPATLDSLSIHQLAAQGELSQLKDHLRKGACPACTCLSGNNLINKPDERGFTPLIWASAFGEIETVRFLLDWGADPHILAKERESALSLASMGGYTDIVRLLLDRDVDINIYDWNGGTPLLYAVRGNHVKCVEALLARGADLTTEADSGYTPMDLAVALGYRKVQQVMESHILRLFQSTLGPVDPE. Result: 1 (interaction). (5) The miRNA is hsa-miR-6131 with sequence GGCUGGUCAGAUGGGAGUG. The protein sequence of the target gene is MLARTIQRFSVVAKRGYAAAAPAANANPEELRLTFASPDTAVFSNAVVKQVDVPTLAGMVGVLANHVPTIGVLKPGVVSVTTNEGTVQRLFVSSGTLSVNIDGSCQVLAEEVLKVEEIDESAARAELDAAQRASGEGSEVARAEAQIRAEVAEALIKAATNQQ. Result: 0 (no interaction). (6) The miRNA is mmu-miR-466m-3p with sequence UACAUACACACAUACACACGCA. Result: 1 (interaction). The protein sequence of the target gene is MATLSRRSLRFLETQSRRDSCDTPFSLTSSMEWDTQVVEGFSPLGSSESKVKASPVDLRLPAWLEPERCAVFHCARCYAVLGDTLHLAWDLSRSLGALAFSKVTNNVVLLEPFLVGIEGFLKSSTYNLLFCNSCGTPVGFHLYSTHAAMAALRGHFCLSSDKMLCYLLKTNAIVNTSEMDFHNVPLPEKIAELKEKIMLMHTRLNSLTGLLKGKSPHQFKQENQQARKQHILGLTASPKIL. (7) The miRNA is hsa-miR-199a-5p with sequence CCCAGUGUUCAGACUACCUGUUC. The protein sequence of the target gene is MMCTAKKCGIRFQPPAIILIYESEIKGKIRQRIMPVRNFSKFSDCTRAAEQLKNNPRHKSYLEQVSLRQLEKLFSFLRGYLSGQSLAETMEQIQRETTIDPEEDLNKLDDKELAKRKSIMDELFEKNQKKKDDPNFVYDIEVEFPQDDQLQSCGWDTESADEF. Result: 0 (no interaction). (8) The miRNA is hsa-miR-3976 with sequence UAUAGAGAGCAGGAAGAUUAAUGU. The protein sequence of the target gene is MDEDGGGEGGGVPEDLSLEEREELLDIRRRKKELIDDIERLKYEIAEVMTEIDNLTSVEESKTTQRNKQIAMGRKKFNMDPKKGIQFLIENDLLQSSPEDVAQFLYKGEGLNKTVIGDYLGERDEFNIKVLQAFVELHEFADLNLVQALRQFLWSFRLPGEAQKIDRMMEAFASRYCLCNPGVFQSTDTCYVLSFAIIMLNTSLHNHNVRDKPTAERFIAMNRGINEGGDLPEELLRNLYESIKNEPFKIPEDDGNDLTHTFFNPDREGWLLKLGGGRVKTWKRRWFILTDNCLYYFEYT.... Result: 0 (no interaction). (9) The miRNA is mmu-miR-3110-5p with sequence UUCUGCCUCCCCUGAAGGCUC. The protein sequence of the target gene is MEPGLSGERRSMAPLLEYERQQVLELLDSDGLVVCARGLGTDRLLYHFLRLHCHPACLVLVLNTQPAEEEYFINQLKIEGVEHLPRRVTNEIASNSRYEVYTQGGIIFATSRILVVDFLTGRIPSDLITGILVYRAHRIIESCQEAFILRLFRQKNKRGFIKAFTDNAVAFDTGFCHVERVMRNLFVRKLYLWPRFHVAVNSFLEQHKPEVVEIHVSMTPAMLAIQTAILDILNACLKELKCHNPSLEVEDLSLENALGKPFDKTIRHYLDPLWHQLGAKTKSLVQDLKILRTLLQYLSQ.... Result: 1 (interaction).